This data is from Reaction yield outcomes from USPTO patents with 853,638 reactions. The task is: Predict the reaction yield, written as a fraction of the theoretical maximum amount of product (1.0 means a 100% yield; for example, 0.34 means a 34% yield). The reactants are C[O:2][C:3]1[C:8]2[N:9]=[C:10]([NH:12][C:13]([C:15]3[S:16][C:17]([CH3:20])=[CH:18][CH:19]=3)=[O:14])[S:11][C:7]=2[C:6]([C:21]2[CH:26]=[CH:25][CH:24]=[CH:23][CH:22]=2)=[CH:5][CH:4]=1.B(Br)(Br)Br. The catalyst is C(OCC)(=O)C. The product is [OH:2][C:3]1[C:8]2[N:9]=[C:10]([NH:12][C:13]([C:15]3[S:16][C:17]([CH3:20])=[CH:18][CH:19]=3)=[O:14])[S:11][C:7]=2[C:6]([C:21]2[CH:26]=[CH:25][CH:24]=[CH:23][CH:22]=2)=[CH:5][CH:4]=1. The yield is 0.190.